Dataset: Reaction yield outcomes from USPTO patents with 853,638 reactions. Task: Predict the reaction yield, written as a fraction of the theoretical maximum amount of product (1.0 means a 100% yield; for example, 0.34 means a 34% yield). (1) The product is [CH3:20][O:19][C:9]1[CH:10]=[C:11]([N+:16]([O-:18])=[O:17])[C:12]([O:14][CH3:15])=[CH:13][C:8]=1[N:24]1[CH2:25][CH2:26][N:21]([C:27](=[O:29])[CH3:28])[CH2:22][CH2:23]1. The reactants are C(=O)([O-])[O-].[K+].[K+].Cl[C:8]1[CH:13]=[C:12]([O:14][CH3:15])[C:11]([N+:16]([O-:18])=[O:17])=[CH:10][C:9]=1[O:19][CH3:20].[N:21]1([C:27](=[O:29])[CH3:28])[CH2:26][CH2:25][NH:24][CH2:23][CH2:22]1. The yield is 0.130. The catalyst is CC(N(C)C)=O. (2) The reactants are C(=O)([O-])[O-].[Ca+2].[C:6](Cl)(Cl)=[S:7].O.[F:11][C:12]([F:21])([F:20])[C:13]1[N:18]=[C:17]([NH2:19])[CH:16]=[CH:15][CH:14]=1. The catalyst is ClCCl. The product is [N:19]([C:17]1[CH:16]=[CH:15][CH:14]=[C:13]([C:12]([F:20])([F:11])[F:21])[N:18]=1)=[C:6]=[S:7]. The yield is 0.780. (3) The reactants are [N+:1]([C:4]1[CH:5]=[C:6]2[C:10](=[CH:11][CH:12]=1)[NH:9][C:8](=[O:13])[CH2:7]2)([O-])=O. The catalyst is CO.[Pd]. The product is [NH2:1][C:4]1[CH:5]=[C:6]2[C:10](=[CH:11][CH:12]=1)[NH:9][C:8](=[O:13])[CH2:7]2. The yield is 0.600. (4) The reactants are [N+:1]([CH2:3][C:4]([O:6]C)=O)#[C-:2].Cl.[F:9][C@H:10]1[CH2:14][CH2:13][NH:12][CH2:11]1.C(N(CC)CC)C. The catalyst is CO. The product is [F:9][C@H:10]1[CH2:14][CH2:13][N:12]([C:4](=[O:6])[CH2:3][N+:1]#[C-:2])[CH2:11]1. The yield is 0.790. (5) The reactants are [CH3:1][N:2]([C:20]1[C:21]2[CH:28]=[CH:27][NH:26][C:22]=2[N:23]=[CH:24][N:25]=1)[C@H:3]1[CH2:8][CH2:7][C@H:6]([CH2:9][S:10]([N:13]2[CH2:18][CH2:17][CH2:16][C@@H:15]([OH:19])[CH2:14]2)(=[O:12])=[O:11])[CH2:5][CH2:4]1.CCN(C(C)C)C(C)C.[C:38](Cl)(=[O:43])[C:39]([CH3:42])([CH3:41])[CH3:40]. The catalyst is CN(C=O)C. The product is [C:38]([O:19][C@@H:15]1[CH2:16][CH2:17][CH2:18][N:13]([S:10]([CH2:9][C@H:6]2[CH2:5][CH2:4][C@H:3]([N:2]([CH3:1])[C:20]3[C:21]4[CH:28]=[CH:27][NH:26][C:22]=4[N:23]=[CH:24][N:25]=3)[CH2:8][CH2:7]2)(=[O:12])=[O:11])[CH2:14]1)(=[O:43])[C:39]([CH3:42])([CH3:41])[CH3:40]. The yield is 0.380. (6) The reactants are [Cl:1][C:2]1[CH:7]=[C:6](I)[C:5]([Cl:9])=[CH:4][N:3]=1.[NH2:10][C:11]1[CH:21]=[CH:20][CH:19]=[CH:18][C:12]=1[C:13]([NH:15][O:16][CH3:17])=[O:14].[O-]P([O-])([O-])=O.[K+].[K+].[K+]. The catalyst is O1CCOCC1.CC([O-])=O.CC([O-])=O.[Pd+2].C1C=CC(P(C2C(OC3C(P(C4C=CC=CC=4)C4C=CC=CC=4)=CC=CC=3)=CC=CC=2)C2C=CC=CC=2)=CC=1. The product is [Cl:1][C:2]1[CH:7]=[C:6]([NH:10][C:11]2[CH:21]=[CH:20][CH:19]=[CH:18][C:12]=2[C:13]([NH:15][O:16][CH3:17])=[O:14])[C:5]([Cl:9])=[CH:4][N:3]=1. The yield is 0.530. (7) The reactants are [CH2:1]([O:8][C:9]1[CH:23]=[CH:22][C:12]([CH2:13][C@@H:14]2[O:18][C:17]([CH3:20])([CH3:19])[O:16][C:15]2=[O:21])=[CH:11][CH:10]=1)[C:2]1[CH:7]=[CH:6][CH:5]=[CH:4][CH:3]=1.C([SiH](CC)CC)C. The catalyst is C(Cl)Cl.Cl[Ti](Cl)(Cl)Cl. The product is [CH2:1]([O:8][C:9]1[CH:10]=[CH:11][C:12]([CH2:13][C@H:14]([O:18][CH:17]([CH3:20])[CH3:19])[C:15]([OH:21])=[O:16])=[CH:22][CH:23]=1)[C:2]1[CH:7]=[CH:6][CH:5]=[CH:4][CH:3]=1. The yield is 0.850.